From a dataset of Catalyst prediction with 721,799 reactions and 888 catalyst types from USPTO. Predict which catalyst facilitates the given reaction. (1) Reactant: [F:1][C:2]1[CH:3]=[C:4]2[C:9](=[O:10])[O:8][C:6](=O)[C:5]2=[CH:11][CH:12]=1.[CH2:13]([NH:18][CH2:19][C:20]([O:22][CH2:23][CH3:24])=[O:21])[C:14]([CH3:17])([CH3:16])[CH3:15].C(=O)([O-])[O-].[K+].[K+].C(I)C.C(O)C.[O-]CC.[Na+].Cl. Product: [F:1][C:2]1[CH:3]=[C:4]2[C:5]([C:6]([OH:8])=[C:19]([C:20]([O:22][CH2:23][CH3:24])=[O:21])[N:18]([CH2:13][C:14]([CH3:15])([CH3:16])[CH3:17])[C:9]2=[O:10])=[CH:11][CH:12]=1. The catalyst class is: 30. (2) Reactant: Cl.Cl.[NH2:3][CH2:4][C:5]1[C:10]([O:11][CH2:12][C:13]([O:15][CH2:16][CH3:17])=[O:14])=[CH:9][CH:8]=[CH:7][N:6]=1.C(N(CC)CC)C.[CH3:25][C:26]([CH3:42])([N:31]1[C:39](=[O:40])[C:38]2[C:33](=[CH:34][CH:35]=[CH:36][CH:37]=2)[C:32]1=[O:41])[CH2:27][C:28](O)=[O:29]. Product: [CH2:16]([O:15][C:13](=[O:14])[CH2:12][O:11][C:10]1[C:5]([CH2:4][NH:3][C:28](=[O:29])[CH2:27][C:26]([N:31]2[C:39](=[O:40])[C:38]3[C:33](=[CH:34][CH:35]=[CH:36][CH:37]=3)[C:32]2=[O:41])([CH3:42])[CH3:25])=[N:6][CH:7]=[CH:8][CH:9]=1)[CH3:17]. The catalyst class is: 2. (3) Reactant: [CH3:1][CH2:2][CH2:3][CH2:4][C:5]1[N:9]([CH2:10][C:11]2[CH:12]=[CH:13][C:14]([C:17]([OH:19])=[O:18])=[CH:15][CH:16]=2)[C:8](/[CH:20]=[C:21](/[C:28]([OH:30])=[O:29])\[CH2:22][C:23]2[S:27][CH:26]=[CH:25][CH:24]=2)=[CH:7][N:6]=1. Product: [CH3:1][CH2:2][CH2:3][CH2:4][C:5]1[N:9]([CH2:10][C:11]2[CH:12]=[CH:13][C:14]([C:17]([OH:19])=[O:18])=[CH:15][CH:16]=2)[C:8](/[CH:20]=[C:21](/[C:28]([OH:30])=[O:29])\[CH2:22][C:23]2[S:27][CH:26]=[CH:25][CH:24]=2)=[CH:7][N:6]=1.[C:17]([O-:19])(=[O:18])[CH3:14]. The catalyst class is: 15. (4) Product: [CH3:13][O:14][C:15]1[CH:23]=[C:22]2[C:18]([CH:19]=[C:20]([CH3:24])[N:21]2[CH2:3][CH2:4][N:5]2[CH2:10][CH2:9][O:8][CH2:7][CH2:6]2)=[CH:17][CH:16]=1. The catalyst class is: 16. Reactant: Cl.Cl[CH2:3][CH2:4][N:5]1[CH2:10][CH2:9][O:8][CH2:7][CH2:6]1.[OH-].[K+].[CH3:13][O:14][C:15]1[CH:23]=[C:22]2[C:18]([CH:19]=[C:20]([CH3:24])[NH:21]2)=[CH:17][CH:16]=1. (5) Reactant: [I:1][C:2]1[C:3](=[O:19])[C:4]2[CH:9]=[CH:8][C:7](=O)[NH:6][C:5]=2[O:11][C:12]=1[C:13]1[CH:18]=[CH:17][CH:16]=[CH:15][CH:14]=1.CN(C=O)C.S(Cl)([Cl:27])=O. The catalyst class is: 2. Product: [Cl:27][C:7]1[N:6]=[C:5]2[O:11][C:12]([C:13]3[CH:18]=[CH:17][CH:16]=[CH:15][CH:14]=3)=[C:2]([I:1])[C:3](=[O:19])[C:4]2=[CH:9][CH:8]=1. (6) Reactant: [CH3:1][O:2][C:3]1[CH:4]=[C:5]([CH:14]([CH3:18])[C:15]([OH:17])=O)[CH:6]=[N:7][C:8]=1[NH:9][S:10]([CH3:13])(=[O:12])=[O:11].C(N=C=NCCCN(C)C)C.ON1C2C=CC=CC=2N=N1.[C:40]([C:44]1[CH:48]=[C:47]([CH2:49][NH2:50])[N:46]([C:51]2[CH:56]=[CH:55][CH:54]=[C:53]([Cl:57])[CH:52]=2)[N:45]=1)([CH3:43])([CH3:42])[CH3:41]. Product: [C:40]([C:44]1[CH:48]=[C:47]([CH2:49][NH:50][C:15](=[O:17])[CH:14]([C:5]2[CH:6]=[N:7][C:8]([NH:9][S:10]([CH3:13])(=[O:11])=[O:12])=[C:3]([O:2][CH3:1])[CH:4]=2)[CH3:18])[N:46]([C:51]2[CH:56]=[CH:55][CH:54]=[C:53]([Cl:57])[CH:52]=2)[N:45]=1)([CH3:43])([CH3:41])[CH3:42]. The catalyst class is: 9. (7) Product: [CH2:39]([N:3]([CH2:1][CH3:2])[CH2:4][C:5]([N:7]1[C:15]2[C:10](=[CH:11][C:12]([O:37][CH3:38])=[C:13]([NH:16][C:17]3[NH:22][C:21]4=[N:23][CH:24]=[CH:25][C:20]4=[C:19]([NH:26][C:27]4[CH:35]=[CH:34][CH:33]=[C:32]([F:36])[C:28]=4[C:29]([NH:31][CH3:41])=[O:30])[N:18]=3)[CH:14]=2)[CH2:9][CH2:8]1)=[O:6])[CH3:40]. Reactant: [CH2:1]([N:3]([CH2:39][CH3:40])[CH2:4][C:5]([N:7]1[C:15]2[C:10](=[CH:11][C:12]([O:37][CH3:38])=[C:13]([NH:16][C:17]3[NH:22][C:21]4=[N:23][CH:24]=[CH:25][C:20]4=[C:19]([NH:26][C:27]4[CH:35]=[CH:34][CH:33]=[C:32]([F:36])[C:28]=4[C:29]([NH2:31])=[O:30])[N:18]=3)[CH:14]=2)[CH2:9][CH2:8]1)=[O:6])[CH3:2].[CH3:41]N.CO.C[O-].[Na+]. The catalyst class is: 1.